From a dataset of Full USPTO retrosynthesis dataset with 1.9M reactions from patents (1976-2016). Predict the reactants needed to synthesize the given product. (1) Given the product [Cl:21][C:22]1[CH:27]=[CH:26][C:25]([S:28]([C:2]2[NH:20][C:5]3[N:6]=[CH:7][N:8]=[C:9]([NH:10][C:11]4[CH:12]=[C:13]5[C:17](=[CH:18][CH:19]=4)[NH:16][N:15]=[CH:14]5)[C:4]=3[CH:3]=2)(=[O:30])=[O:29])=[CH:24][CH:23]=1, predict the reactants needed to synthesize it. The reactants are: Br[C:2]1[NH:20][C:5]2[N:6]=[CH:7][N:8]=[C:9]([NH:10][C:11]3[CH:12]=[C:13]4[C:17](=[CH:18][CH:19]=3)[NH:16][N:15]=[CH:14]4)[C:4]=2[CH:3]=1.[Cl:21][C:22]1[CH:27]=[CH:26][C:25]([S:28]([O-:30])=[O:29])=[CH:24][CH:23]=1.[Na+]. (2) Given the product [CH:1]1([C:4]2[N:8]=[C:7]([C:9]3[C:16]4[C:15]([CH3:18])([CH3:17])[O:14][C:13]([CH3:19])([CH3:20])[C:12]=4[S:11][C:10]=3[NH2:21])[O:6][N:5]=2)[CH2:3][CH2:2]1, predict the reactants needed to synthesize it. The reactants are: [CH:1]1([C:4]2[N:8]=[C:7]([C:9]3[C:16]4[C:15]([CH3:18])([CH3:17])[O:14][C:13]([CH3:20])([CH3:19])[C:12]=4[S:11][C:10]=3[NH:21]C(=O)C)[O:6][N:5]=2)[CH2:3][CH2:2]1.C[O-].[Na+].C([O-])(O)=O.[Na+].CCOC(C)=O. (3) Given the product [O:17]=[C:7]1[NH:6][C:5]2[CH:4]=[C:3]([CH2:2][N:21]3[CH2:20][CH2:19][N:18]([C:24]4[CH:25]=[CH:26][C:27]([C:28]#[N:29])=[CH:30][CH:31]=4)[CH2:23][CH2:22]3)[CH:13]=[N:12][C:11]=2[N:10]2[CH2:14][CH2:15][CH2:16][CH:9]2[CH2:8]1, predict the reactants needed to synthesize it. The reactants are: O[CH2:2][C:3]1[CH:13]=[N:12][C:11]2[N:10]3[CH2:14][CH2:15][CH2:16][CH:9]3[CH2:8][C:7](=[O:17])[NH:6][C:5]=2[CH:4]=1.[N:18]1([C:24]2[CH:31]=[CH:30][C:27]([C:28]#[N:29])=[CH:26][CH:25]=2)[CH2:23][CH2:22][NH:21][CH2:20][CH2:19]1.[I-].C(C[P+](C)(C)C)#N.C(N(CC)C(C)C)(C)C. (4) Given the product [C:1]([O:5][C:6]([N:8]1[CH2:16][C:15]2[C:10](=[CH:11][CH:12]=[C:13]([O:22][CH2:21][CH2:20][O:19][CH3:18])[CH:14]=2)[CH2:9]1)=[O:7])([CH3:4])([CH3:3])[CH3:2], predict the reactants needed to synthesize it. The reactants are: [C:1]([O:5][C:6]([N:8]1[CH2:16][C:15]2[C:10](=[CH:11][CH:12]=[C:13](I)[CH:14]=2)[CH2:9]1)=[O:7])([CH3:4])([CH3:3])[CH3:2].[CH3:18][O:19][CH2:20][CH2:21][OH:22].